This data is from Catalyst prediction with 721,799 reactions and 888 catalyst types from USPTO. The task is: Predict which catalyst facilitates the given reaction. Reactant: [CH3:1][C@@:2]12[C@H:11]3[CH2:12][CH2:13][C@:14]4([CH3:20])[C:18](=[O:19])[CH2:17][CH2:16][C@H:15]4[C@@H:10]3[CH2:9][CH2:8][C@H:7]1[CH2:6][C@@H:5]([OH:21])[CH2:4][CH2:3]2.N1C=CC=CC=1.[CH3:28][Si:29]([CH3:32])([CH3:31])Cl.C(=O)(O)[O-].[Na+]. Product: [CH3:28][Si:29]([CH3:32])([CH3:31])[O:21][C@H:5]1[CH2:4][CH2:3][C@@:2]2([CH3:1])[C@@H:7]([CH2:8][CH2:9][C@@H:10]3[C@@H:11]2[CH2:12][CH2:13][C@@:14]2([CH3:20])[C@H:15]3[CH2:16][CH2:17][C:18]2=[O:19])[CH2:6]1. The catalyst class is: 3.